Dataset: Reaction yield outcomes from USPTO patents with 853,638 reactions. Task: Predict the reaction yield, written as a fraction of the theoretical maximum amount of product (1.0 means a 100% yield; for example, 0.34 means a 34% yield). The reactants are [F:1][C:2]1[CH:7]=[CH:6][C:5]([C@H:8]([CH3:11])[CH2:9][NH2:10])=[CH:4][CH:3]=1.Cl[C:13]1[S:17][N:16]=[C:15]([CH2:18][C:19]2[CH:24]=[CH:23][CH:22]=[C:21]([O:25][CH3:26])[CH:20]=2)[N:14]=1.C([O-])([O-])=O.[K+].[K+]. The catalyst is CN1C(=O)CCC1. The product is [F:1][C:2]1[CH:3]=[CH:4][C:5]([C@H:8]([CH3:11])[CH2:9][NH:10][C:13]2[S:17][N:16]=[C:15]([CH2:18][C:19]3[CH:24]=[CH:23][CH:22]=[C:21]([O:25][CH3:26])[CH:20]=3)[N:14]=2)=[CH:6][CH:7]=1. The yield is 0.840.